Dataset: Reaction yield outcomes from USPTO patents with 853,638 reactions. Task: Predict the reaction yield, written as a fraction of the theoretical maximum amount of product (1.0 means a 100% yield; for example, 0.34 means a 34% yield). The catalyst is C(#N)C.O.C(O)(C)(C)C. The yield is 0.680. The product is [CH3:1][C:2]1[C:3]([CH3:21])=[CH:4][C:5]2[N:14]([CH2:15][C:16]([OH:30])=[O:17])[C:13]3[C:8]([C:9](=[O:19])[NH:10][C:11](=[O:18])[N:12]=3)=[N:7][C:6]=2[CH:20]=1. The reactants are [CH3:1][C:2]1[C:3]([CH3:21])=[CH:4][C:5]2[N:14]([CH2:15][CH:16]=[O:17])[C:13]3[C:8]([C:9](=[O:19])[NH:10][C:11](=[O:18])[N:12]=3)=[N:7][C:6]=2[CH:20]=1.CC1CCCCC=1.Cl([O-])=[O:30].[Na+].P([O-])(O)(O)=O.[Na+].